This data is from NCI-60 drug combinations with 297,098 pairs across 59 cell lines. The task is: Regression. Given two drug SMILES strings and cell line genomic features, predict the synergy score measuring deviation from expected non-interaction effect. (1) Drug 1: CC(C1=C(C=CC(=C1Cl)F)Cl)OC2=C(N=CC(=C2)C3=CN(N=C3)C4CCNCC4)N. Drug 2: COC1=CC(=CC(=C1O)OC)C2C3C(COC3=O)C(C4=CC5=C(C=C24)OCO5)OC6C(C(C7C(O6)COC(O7)C8=CC=CS8)O)O. Cell line: OVCAR-8. Synergy scores: CSS=33.1, Synergy_ZIP=2.79, Synergy_Bliss=4.53, Synergy_Loewe=-9.98, Synergy_HSA=4.78. (2) Drug 1: C1=CC(=CC=C1CC(C(=O)O)N)N(CCCl)CCCl.Cl. Drug 2: CCCS(=O)(=O)NC1=C(C(=C(C=C1)F)C(=O)C2=CNC3=C2C=C(C=N3)C4=CC=C(C=C4)Cl)F. Cell line: SNB-19. Synergy scores: CSS=-0.191, Synergy_ZIP=-1.44, Synergy_Bliss=4.34, Synergy_Loewe=-6.75, Synergy_HSA=-0.306. (3) Drug 1: CN(C)N=NC1=C(NC=N1)C(=O)N. Drug 2: CC1CCC2CC(C(=CC=CC=CC(CC(C(=O)C(C(C(=CC(C(=O)CC(OC(=O)C3CCCCN3C(=O)C(=O)C1(O2)O)C(C)CC4CCC(C(C4)OC)O)C)C)O)OC)C)C)C)OC. Cell line: MOLT-4. Synergy scores: CSS=38.0, Synergy_ZIP=0.738, Synergy_Bliss=4.27, Synergy_Loewe=4.97, Synergy_HSA=8.66. (4) Drug 1: C1=CC(=CC=C1CC(C(=O)O)N)N(CCCl)CCCl.Cl. Drug 2: C#CCC(CC1=CN=C2C(=N1)C(=NC(=N2)N)N)C3=CC=C(C=C3)C(=O)NC(CCC(=O)O)C(=O)O. Cell line: HT29. Synergy scores: CSS=-3.02, Synergy_ZIP=-8.26, Synergy_Bliss=-15.9, Synergy_Loewe=-28.1, Synergy_HSA=-17.7. (5) Drug 1: C1CN1P(=S)(N2CC2)N3CC3. Drug 2: C1CN1C2=NC(=NC(=N2)N3CC3)N4CC4. Cell line: NCI-H322M. Synergy scores: CSS=1.56, Synergy_ZIP=-0.725, Synergy_Bliss=-2.11, Synergy_Loewe=-2.34, Synergy_HSA=-3.60. (6) Drug 1: CC12CCC3C(C1CCC2=O)CC(=C)C4=CC(=O)C=CC34C. Drug 2: C1=NNC2=C1C(=O)NC=N2. Cell line: MALME-3M. Synergy scores: CSS=36.3, Synergy_ZIP=1.95, Synergy_Bliss=0.483, Synergy_Loewe=-1.27, Synergy_HSA=-1.32. (7) Drug 1: CC1=C(C=C(C=C1)NC2=NC=CC(=N2)N(C)C3=CC4=NN(C(=C4C=C3)C)C)S(=O)(=O)N.Cl. Drug 2: CC1=C(N=C(N=C1N)C(CC(=O)N)NCC(C(=O)N)N)C(=O)NC(C(C2=CN=CN2)OC3C(C(C(C(O3)CO)O)O)OC4C(C(C(C(O4)CO)O)OC(=O)N)O)C(=O)NC(C)C(C(C)C(=O)NC(C(C)O)C(=O)NCCC5=NC(=CS5)C6=NC(=CS6)C(=O)NCCC[S+](C)C)O. Cell line: SNB-19. Synergy scores: CSS=0.316, Synergy_ZIP=-1.69, Synergy_Bliss=-3.77, Synergy_Loewe=-11.5, Synergy_HSA=-5.03. (8) Drug 1: CC12CCC3C(C1CCC2=O)CC(=C)C4=CC(=O)C=CC34C. Drug 2: COC1=NC(=NC2=C1N=CN2C3C(C(C(O3)CO)O)O)N. Cell line: DU-145. Synergy scores: CSS=46.4, Synergy_ZIP=6.03, Synergy_Bliss=5.77, Synergy_Loewe=-6.21, Synergy_HSA=4.27.